Dataset: TCR-epitope binding with 47,182 pairs between 192 epitopes and 23,139 TCRs. Task: Binary Classification. Given a T-cell receptor sequence (or CDR3 region) and an epitope sequence, predict whether binding occurs between them. (1) The epitope is FADDLNQLTGY. The TCR CDR3 sequence is CASSQEVRSSYEQYF. Result: 1 (the TCR binds to the epitope). (2) The epitope is WICLLQFAY. The TCR CDR3 sequence is CASRVGGFTEAFF. Result: 1 (the TCR binds to the epitope). (3) The epitope is FLNGSCGSV. The TCR CDR3 sequence is CASSMTGVVTDTQYF. Result: 1 (the TCR binds to the epitope). (4) The epitope is FVDGVPFVV. The TCR CDR3 sequence is CSVEDLGLAGATEQFF. Result: 0 (the TCR does not bind to the epitope). (5) The epitope is IVTDFSVIK. The TCR CDR3 sequence is CASSFSQDPQYF. Result: 1 (the TCR binds to the epitope).